From a dataset of Catalyst prediction with 721,799 reactions and 888 catalyst types from USPTO. Predict which catalyst facilitates the given reaction. (1) Product: [F:1][C:2]1[CH:7]=[CH:6][C:5]([OH:8])=[C:4]([C:10]2([CH3:9])[CH2:15][CH2:14][CH2:13][CH2:12][CH2:11]2)[CH:3]=1. The catalyst class is: 2. Reactant: [F:1][C:2]1[CH:7]=[CH:6][C:5]([OH:8])=[CH:4][CH:3]=1.[CH3:9][C:10]1(O)[CH2:15][CH2:14][CH2:13][CH2:12][CH2:11]1.S(=O)(=O)(O)O. (2) Reactant: O1CCOCC1.[OH-].[Li+].[CH:9]1([C:14]([N:16]2[CH2:21][CH:20]([C:22]3[CH:27]=[CH:26][C:25]([O:28][C:29]([F:32])([F:31])[F:30])=[CH:24][CH:23]=3)[CH2:19][CH:18]([C:33]([O:35]CC)=[O:34])[CH2:17]2)=[O:15])[CH2:13][CH2:12][CH2:11][CH2:10]1. Product: [CH:9]1([C:14]([N:16]2[CH2:21][CH:20]([C:22]3[CH:23]=[CH:24][C:25]([O:28][C:29]([F:31])([F:32])[F:30])=[CH:26][CH:27]=3)[CH2:19][CH:18]([C:33]([OH:35])=[O:34])[CH2:17]2)=[O:15])[CH2:13][CH2:12][CH2:11][CH2:10]1. The catalyst class is: 6.